This data is from TCR-epitope binding with 47,182 pairs between 192 epitopes and 23,139 TCRs. The task is: Binary Classification. Given a T-cell receptor sequence (or CDR3 region) and an epitope sequence, predict whether binding occurs between them. The epitope is HTTDPSFLGRY. The TCR CDR3 sequence is CASSFGDNPEAFF. Result: 1 (the TCR binds to the epitope).